Dataset: Forward reaction prediction with 1.9M reactions from USPTO patents (1976-2016). Task: Predict the product of the given reaction. (1) Given the reactants [Cl:1][C:2]1[C:3]([C:10]2[N:14]=[C:13]([C:15]3[N:16]=[C:17]4[C:22]([Cl:23])=[CH:21][C:20]([C:24]([F:27])([F:26])[F:25])=[CH:19][N:18]4[CH:28]=3)[O:12][N:11]=2)=[CH:4][C:5]([F:9])=[C:6]([OH:8])[CH:7]=1.C([O-])([O-])=O.[K+].[K+].Br[CH:36](C)[C:37](OCC)=[O:38], predict the reaction product. The product is: [Cl:1][C:2]1[C:3]([C:10]2[N:14]=[C:13]([C:15]3[N:16]=[C:17]4[C:22]([Cl:23])=[CH:21][C:20]([C:24]([F:26])([F:25])[F:27])=[CH:19][N:18]4[CH:28]=3)[O:12][N:11]=2)=[CH:4][C:5]([F:9])=[C:6]([CH:7]=1)[O:8][CH2:36][CH2:37][OH:38]. (2) The product is: [Cl:1][C:2]1[N:3]=[C:4]([N:33]2[CH2:34][CH2:35][C:31]([F:36])([F:30])[CH2:32]2)[C:5]2[N:10]=[N:9][N:8]([CH2:11][C:12]3[CH:17]=[CH:16][CH:15]=[CH:14][C:13]=3[Cl:18])[C:6]=2[N:7]=1. Given the reactants [Cl:1][C:2]1[N:3]=[C:4](Cl)[C:5]2[N:10]=[N:9][N:8]([CH2:11][C:12]3[CH:17]=[CH:16][CH:15]=[CH:14][C:13]=3[Cl:18])[C:6]=2[N:7]=1.CCN(C(C)C)C(C)C.Cl.[F:30][C:31]1([F:36])[CH2:35][CH2:34][NH:33][CH2:32]1, predict the reaction product.